This data is from Forward reaction prediction with 1.9M reactions from USPTO patents (1976-2016). The task is: Predict the product of the given reaction. (1) Given the reactants [OH:1][CH2:2][CH2:3][N:4](C)[C:5](=O)OC(C)(C)C.[Cl:13][C:14]1[CH:15]=[C:16]([CH:20]=[CH:21][CH:22]=1)[C:17](Cl)=[O:18].N1C=CC=CC=1, predict the reaction product. The product is: [ClH:13].[Cl:13][C:14]1[CH:15]=[C:16]([CH:20]=[CH:21][CH:22]=1)[C:17]([O:1][CH2:2][CH2:3][NH:4][CH3:5])=[O:18]. (2) The product is: [CH3:17][C:9]1[N:10]=[C:11]([NH:13][C:14](=[O:16])[CH3:15])[S:12][C:8]=1[C:4]1[CH:5]=[N:6][CH:7]=[C:2]([S:24]([C:18]2[CH:23]=[CH:22][CH:21]=[CH:20][CH:19]=2)(=[O:26])=[O:25])[CH:3]=1. Given the reactants Br[C:2]1[CH:3]=[C:4]([C:8]2[S:12][C:11]([NH:13][C:14](=[O:16])[CH3:15])=[N:10][C:9]=2[CH3:17])[CH:5]=[N:6][CH:7]=1.[C:18]1([S:24]([O-:26])=[O:25])[CH:23]=[CH:22][CH:21]=[CH:20][CH:19]=1.[Na+].C1(P(C2C=CC=CC=2)C2C3OC4C(=CC=CC=4P(C4C=CC=CC=4)C4C=CC=CC=4)C(C)(C)C=3C=CC=2)C=CC=CC=1.C(=O)([O-])[O-].[Cs+].[Cs+], predict the reaction product. (3) Given the reactants Cl[C:2]1[N:7]=[N:6][C:5]([N:8]2[CH2:13][CH2:12][CH:11]([N:14]([CH3:22])[C:15](=[O:21])[O:16][C:17]([CH3:20])([CH3:19])[CH3:18])[CH2:10][CH2:9]2)=[C:4]2[CH:23]=[N:24][CH:25]=[CH:26][C:3]=12.C1(C)C=CC=CC=1.[CH3:34][N:35]1[C:39](B(O)O)=[CH:38][CH:37]=[N:36]1.C(=O)([O-])[O-].[Na+].[Na+], predict the reaction product. The product is: [CH3:22][N:14]([CH:11]1[CH2:12][CH2:13][N:8]([C:5]2[N:6]=[N:7][C:2]([C:39]3[N:35]([CH3:34])[N:36]=[CH:37][CH:38]=3)=[C:3]3[CH:26]=[CH:25][N:24]=[CH:23][C:4]=23)[CH2:9][CH2:10]1)[C:15](=[O:21])[O:16][C:17]([CH3:20])([CH3:19])[CH3:18]. (4) The product is: [OH:11][CH:3]([CH2:4][C:5]1[CH:6]=[CH:7][CH:8]=[CH:9][CH:10]=1)[CH2:2][NH:1][C:20]1[N:25]([CH3:26])[C:24](=[O:27])[C:23]([C:28]2[CH:37]=[CH:36][C:35]3[C:30](=[CH:31][CH:32]=[CH:33][CH:34]=3)[CH:29]=2)=[C:22]([C:38]2[CH:43]=[CH:42][N:41]=[CH:40][CH:39]=2)[N:21]=1. Given the reactants [NH2:1][CH2:2][CH:3]([OH:11])[CH2:4][C:5]1[CH:10]=[CH:9][CH:8]=[CH:7][CH:6]=1.C(N(CC)CC)C.Cl[C:20]1[N:25]([CH3:26])[C:24](=[O:27])[C:23]([C:28]2[CH:37]=[CH:36][C:35]3[C:30](=[CH:31][CH:32]=[CH:33][CH:34]=3)[CH:29]=2)=[C:22]([C:38]2[CH:43]=[CH:42][N:41]=[CH:40][CH:39]=2)[N:21]=1, predict the reaction product. (5) Given the reactants [Cl:1][C:2]1[C:3](Cl)=[N:4][C:5]([O:10][CH2:11][CH2:12][CH2:13][C:14](=[O:16])[CH3:15])=[C:6]([CH:9]=1)[C:7]#[N:8].[CH3:18][C:19]1[C:24]2[B:25]([OH:28])[O:26][CH2:27][C:23]=2[CH:22]=[C:21]([OH:29])[CH:20]=1, predict the reaction product. The product is: [Cl:1][C:2]1[C:3]([O:29][C:21]2[CH:20]=[C:19]([CH3:18])[C:24]3[B:25]([OH:28])[O:26][CH2:27][C:23]=3[CH:22]=2)=[N:4][C:5]([O:10][CH2:11][CH2:12][CH2:13][C:14](=[O:16])[CH3:15])=[C:6]([CH:9]=1)[C:7]#[N:8]. (6) Given the reactants Cl[C:2]1[N:7]=[CH:6][N:5]=[C:4]([NH:8][C:9]2[CH:10]=[C:11]([CH2:15][S:16]([NH2:19])(=[O:18])=[O:17])[CH:12]=[CH:13][CH:14]=2)[N:3]=1.Cl.[N:21]1[C:30]2[CH2:29][CH2:28][NH:27][CH2:26][C:25]=2[CH:24]=[CH:23][CH:22]=1, predict the reaction product. The product is: [N:21]1[C:30]2[CH2:29][CH2:28][N:27]([C:2]3[N:7]=[CH:6][N:5]=[C:4]([NH:8][C:9]4[CH:10]=[C:11]([CH2:15][S:16]([NH2:19])(=[O:18])=[O:17])[CH:12]=[CH:13][CH:14]=4)[N:3]=3)[CH2:26][C:25]=2[CH:24]=[CH:23][CH:22]=1. (7) Given the reactants [O:1]=[C:2]1[C:10]2[C:5](=[CH:6][CH:7]=[CH:8][CH:9]=2)[C:4](=[O:11])[N:3]1[CH2:12][CH2:13][CH:14]([CH:22]([O:32][CH2:33][C:34]1[CH:39]=[CH:38][C:37]([O:40][CH3:41])=[CH:36][CH:35]=1)[CH2:23][CH2:24][C:25]1[CH:30]=[CH:29][C:28](Br)=[CH:27][CH:26]=1)[C:15]([O:17][C:18]([CH3:21])([CH3:20])[CH3:19])=[O:16].[Cl:42][C:43]1[CH:48]=[CH:47][C:46](B(O)O)=[CH:45][CH:44]=1.C(=O)([O-])[O-].[K+].[K+], predict the reaction product. The product is: [Cl:42][C:43]1[CH:48]=[CH:47][C:46]([C:28]2[CH:29]=[CH:30][C:25]([CH2:24][CH2:23][CH:22]([O:32][CH2:33][C:34]3[CH:39]=[CH:38][C:37]([O:40][CH3:41])=[CH:36][CH:35]=3)[CH:14]([CH2:13][CH2:12][N:3]3[C:2](=[O:1])[C:10]4[C:5](=[CH:6][CH:7]=[CH:8][CH:9]=4)[C:4]3=[O:11])[C:15]([O:17][C:18]([CH3:21])([CH3:20])[CH3:19])=[O:16])=[CH:26][CH:27]=2)=[CH:45][CH:44]=1. (8) Given the reactants [Cl:1][C:2]1[N:7]=[C:6](Cl)[CH:5]=[CH:4][N:3]=1.[F:9][C:10]1[CH:15]=[C:14]([N+:16]([O-:18])=[O:17])[CH:13]=[CH:12][C:11]=1[OH:19].C([O-])([O-])=O.[K+].[K+].CN(C=O)C, predict the reaction product. The product is: [Cl:1][C:2]1[N:7]=[C:6]([O:19][C:11]2[CH:12]=[CH:13][C:14]([N+:16]([O-:18])=[O:17])=[CH:15][C:10]=2[F:9])[CH:5]=[CH:4][N:3]=1. (9) The product is: [Cl:1][C:2]1[C:6]([NH2:7])=[CH:5][N:4]([C:10]2[CH:11]=[N:12][CH:13]=[CH:14][CH:15]=2)[N:3]=1. Given the reactants [Cl:1][C:2]1[C:6]([N+:7]([O-])=O)=[CH:5][N:4]([C:10]2[CH:11]=[N:12][CH:13]=[CH:14][CH:15]=2)[N:3]=1.[OH-].[K+], predict the reaction product. (10) Given the reactants [CH3:1][O:2][C:3](=[O:18])[C@@H:4]([O:15][CH2:16][CH3:17])[CH2:5][C:6]1[CH:11]=[CH:10][C:9]([OH:12])=[CH:8][C:7]=1[CH2:13][CH3:14].Cl[CH2:20][C:21]1[N:22]=[C:23]([C:27]2[CH:32]=[CH:31][C:30]([O:33][CH:34]([CH3:36])[CH3:35])=[CH:29][CH:28]=2)[O:24][C:25]=1[CH3:26].C(=O)([O-])[O-].[Cs+].[Cs+].[I-].[K+], predict the reaction product. The product is: [CH3:1][O:2][C:3](=[O:18])[C@@H:4]([O:15][CH2:16][CH3:17])[CH2:5][C:6]1[CH:11]=[CH:10][C:9]([O:12][CH2:20][C:21]2[N:22]=[C:23]([C:27]3[CH:32]=[CH:31][C:30]([O:33][CH:34]([CH3:36])[CH3:35])=[CH:29][CH:28]=3)[O:24][C:25]=2[CH3:26])=[CH:8][C:7]=1[CH2:13][CH3:14].